This data is from Full USPTO retrosynthesis dataset with 1.9M reactions from patents (1976-2016). The task is: Predict the reactants needed to synthesize the given product. (1) Given the product [ClH:27].[N:10]1([CH2:9][CH:8]([C:15]2[CH:20]=[CH:19][C:18]([O:21][C:22]([F:23])([F:24])[F:25])=[CH:17][CH:16]=2)[NH2:7])[CH2:14][CH2:13][CH2:12][CH2:11]1, predict the reactants needed to synthesize it. The reactants are: C(OC(=O)[NH:7][CH:8]([C:15]1[CH:20]=[CH:19][C:18]([O:21][C:22]([F:25])([F:24])[F:23])=[CH:17][CH:16]=1)[CH2:9][N:10]1[CH2:14][CH2:13][CH2:12][CH2:11]1)(C)(C)C.[ClH:27].C(OCC)(=O)C. (2) Given the product [CH3:1][C:2]1[S:21][C:5]2[NH:6][C:7]3[CH:20]=[CH:19][CH:18]=[CH:17][C:8]=3[N:9]=[C:10]([N:11]3[CH2:16][CH2:15][N:14]([CH3:23])[CH2:13][CH2:12]3)[C:4]=2[CH:3]=1, predict the reactants needed to synthesize it. The reactants are: [CH3:1][C:2]1[S:21][C:5]2[NH:6][C:7]3[CH:20]=[CH:19][CH:18]=[CH:17][C:8]=3[N:9]=[C:10]([N:11]3[CH2:16][CH2:15][NH:14][CH2:13][CH2:12]3)[C:4]=2[CH:3]=1.Cl[CH2:23]Cl.S(OC)(OC)(=O)=O.[OH-].[Na+]. (3) The reactants are: [F:1][C:2]([F:31])([F:30])[C:3]1[C:4]([O:19][CH:20]2[CH2:25][CH2:24][CH:23]([C:26]([F:29])([F:28])[F:27])[CH2:22][CH2:21]2)=[CH:5][CH:6]=[C:7]2[C:12]=1[CH:11]=[C:10]([CH2:13]OS(C)(=O)=O)[CH:9]=[CH:8]2.CN(C)C=O.Cl.C(=O)([O-])[O-].[Cs+].[Cs+].O1CCCC1.[OH-].[Li+].O.C[O:53][C:54]([CH:56]1[CH2:63][CH:62]2[NH:64][CH:58]([CH2:59][CH2:60][CH2:61]2)[CH2:57]1)=[O:55]. Given the product [F:1][C:2]([F:30])([F:31])[C:3]1[C:4]([O:19][C@H:20]2[CH2:21][CH2:22][C@@H:23]([C:26]([F:29])([F:27])[F:28])[CH2:24][CH2:25]2)=[CH:5][CH:6]=[C:7]2[C:12]=1[CH:11]=[C:10]([CH2:13][N:64]1[CH:62]3[CH2:61][CH2:60][CH2:59][CH:58]1[CH2:57][CH:56]([C:54]([OH:53])=[O:55])[CH2:63]3)[CH:9]=[CH:8]2, predict the reactants needed to synthesize it. (4) Given the product [NH2:13][C:12]1[C:11]2[C:10](=[CH:9][CH:8]=[C:7]([C:5]([C:4]3[CH:3]=[C:2]([F:1])[CH:18]=[C:17]([F:19])[CH:16]=3)=[O:6])[CH:14]=2)[NH:22][N:21]=1, predict the reactants needed to synthesize it. The reactants are: [F:1][C:2]1[CH:3]=[C:4]([CH:16]=[C:17]([F:19])[CH:18]=1)[C:5]([C:7]1[CH:8]=[CH:9][C:10](F)=[C:11]([CH:14]=1)[C:12]#[N:13])=[O:6].O.[NH2:21][NH2:22].Cl. (5) Given the product [F:44][C:41]([F:42])([F:43])[C:33]1[CH:32]=[C:31]([CH:36]=[C:35]([C:37]([F:38])([F:40])[F:39])[CH:34]=1)[C:30]([N:27]1[CH2:28][CH2:29][C@H:24]([N:21]2[CH2:22][CH2:23][N:18]([C:70](=[O:75])[C:71]([F:72])([F:73])[F:74])[CH2:19][CH2:20]2)[C@H:25]([C:46]2[CH:51]=[CH:50][C:49]([Cl:52])=[CH:48][CH:47]=2)[CH2:26]1)=[O:45], predict the reactants needed to synthesize it. The reactants are: C1C2C(COC([N:18]3[CH2:23][CH2:22][N:21]([C@H:24]4[CH2:29][CH2:28][N:27]([C:30](=[O:45])[C:31]5[CH:36]=[C:35]([C:37]([F:40])([F:39])[F:38])[CH:34]=[C:33]([C:41]([F:44])([F:43])[F:42])[CH:32]=5)[CH2:26][C@H:25]4[C:46]4[CH:51]=[CH:50][C:49]([Cl:52])=[CH:48][CH:47]=4)[CH2:20][CH2:19]3)=O)C3C(=CC=CC=3)C=2C=CC=1.N1CCCCC1.N1C=CC=CC=1.[F:72][C:71]([F:74])([F:73])[C:70](O[C:70](=[O:75])[C:71]([F:74])([F:73])[F:72])=[O:75].